The task is: Predict the product of the given reaction.. This data is from Forward reaction prediction with 1.9M reactions from USPTO patents (1976-2016). (1) Given the reactants I[C:2]1[CH:7]=[CH:6][C:5]([C@H:8]2[CH2:13][CH2:12][O:11][CH2:10][C@H:9]2[NH:14][S:15]([CH:18]([CH3:20])[CH3:19])(=[O:17])=[O:16])=[CH:4][CH:3]=1.[C:21]1(B(O)O)[CH:26]=[CH:25][CH:24]=[CH:23][CH:22]=1.C1(P(C2CCCCC2)C2C=CC=CC=2C2C(C(C)C)=CC(C(C)C)=CC=2C(C)C)CCCCC1.[F-].[K+], predict the reaction product. The product is: [C:2]1([C:21]2[CH:26]=[CH:25][CH:24]=[CH:23][CH:22]=2)[CH:7]=[CH:6][C:5]([C@H:8]2[CH2:13][CH2:12][O:11][CH2:10][C@H:9]2[NH:14][S:15]([CH:18]([CH3:20])[CH3:19])(=[O:17])=[O:16])=[CH:4][CH:3]=1. (2) Given the reactants [Br:1][C:2]1[N:7]=[C:6]([Cl:8])[C:5](I)=[CH:4][CH:3]=1.[CH2:10]([O:17][CH2:18][CH:19]=[O:20])[C:11]1[CH:16]=[CH:15][CH:14]=[CH:13][CH:12]=1.[NH4+].[Cl-], predict the reaction product. The product is: [CH2:10]([O:17][CH2:18][CH:19]([C:5]1[C:6]([Cl:8])=[N:7][C:2]([Br:1])=[CH:3][CH:4]=1)[OH:20])[C:11]1[CH:16]=[CH:15][CH:14]=[CH:13][CH:12]=1. (3) Given the reactants [CH3:1][O:2][C:3]1[CH:8]=[C:7]([CH2:9][CH2:10][C:11]2[C:20]3[C:15](=[CH:16][CH:17]=[CH:18][CH:19]=3)[C:14](=O)[NH:13][CH:12]=2)[CH:6]=[CH:5][N:4]=1.P(Cl)(Cl)([Cl:24])=O.Cl.O.N, predict the reaction product. The product is: [Cl:24][C:14]1[C:15]2[C:20](=[CH:19][CH:18]=[CH:17][CH:16]=2)[C:11]([CH2:10][CH2:9][C:7]2[CH:6]=[CH:5][N:4]=[C:3]([O:2][CH3:1])[CH:8]=2)=[CH:12][N:13]=1. (4) Given the reactants [Cl:1][C:2]1[CH:3]=[C:4]([C@@H:8]2[C@@H:13]([C:14]3[CH:19]=[CH:18][C:17]([Cl:20])=[CH:16][CH:15]=3)[NH:12][C:11](=[O:21])[CH2:10][CH2:9]2)[CH:5]=[CH:6][CH:7]=1.Cl.C1(C)C=CC=CC=1.C([O:32]CC)C, predict the reaction product. The product is: [Cl-:1].[C:11]([CH2:10][CH2:9][C@H:8]([C:4]1[CH:5]=[CH:6][CH:7]=[C:2]([Cl:1])[CH:3]=1)[C@@H:13]([C:14]1[CH:19]=[CH:18][C:17]([Cl:20])=[CH:16][CH:15]=1)[NH3+:12])([OH:21])=[O:32]. (5) The product is: [CH:13]([O:12][CH:5]([O:4][CH:1]([CH3:2])[CH3:3])[C:6]([CH3:11])([CH3:10])[C:7](=[O:9])[CH2:8][C@@H:26]([OH:27])[C@@H:25]([CH3:24])[CH2:28][CH:29]=[CH2:30])([CH3:15])[CH3:14]. Given the reactants [CH:1]([O:4][CH:5]([O:12][CH:13]([CH3:15])[CH3:14])[C:6]([CH3:11])([CH3:10])[C:7](=[O:9])[CH3:8])([CH3:3])[CH3:2].C([N-]C(C)C)(C)C.[Li+].[CH3:24][C@@H:25]([CH2:28][CH:29]=[CH2:30])[CH:26]=[O:27].O, predict the reaction product. (6) Given the reactants [NH2:1][CH2:2][C:3]([NH:5][C@H:6]1[CH2:11][CH2:10][C@@H:9]([NH:12][C:13]([CH3:16])([CH3:15])[CH3:14])[CH2:8][C@H:7]1[CH2:17][CH2:18][CH2:19][CH3:20])=[O:4].[F:21][C:22]([F:33])([F:32])[C:23]1[CH:24]=[C:25]([CH:29]=[CH:30][CH:31]=1)[C:26](O)=[O:27].CCN=C=NCCCN(C)C.C1C=CC2N(O)N=NC=2C=1.C(N(CC)CC)C, predict the reaction product. The product is: [CH2:17]([C@@H:7]1[CH2:8][C@H:9]([NH:12][C:13]([CH3:14])([CH3:15])[CH3:16])[CH2:10][CH2:11][C@@H:6]1[NH:5][C:3](=[O:4])[CH2:2][NH:1][C:26](=[O:27])[C:25]1[CH:29]=[CH:30][CH:31]=[C:23]([C:22]([F:21])([F:32])[F:33])[CH:24]=1)[CH2:18][CH2:19][CH3:20]. (7) Given the reactants Cl[CH2:2][O:3][CH3:4].[Br:5][C:6]1[CH:7]=[C:8]([OH:13])[CH:9]=[C:10]([Br:12])[CH:11]=1.C(N(C(C)C)CC)(C)C.O, predict the reaction product. The product is: [Br:5][C:6]1[CH:7]=[C:8]([O:13][CH2:2][O:3][CH3:4])[CH:9]=[C:10]([Br:12])[CH:11]=1. (8) Given the reactants [Br:1][C:2]1[CH:7]=[CH:6][C:5]([Cl:8])=[CH:4][C:3]=1[F:9].[Li+].CC([N-]C(C)C)C.CN([CH:21]=[O:22])C, predict the reaction product. The product is: [Br:1][C:2]1[C:3]([F:9])=[C:4]([C:5]([Cl:8])=[CH:6][CH:7]=1)[CH:21]=[O:22]. (9) The product is: [Br:1][C:2]1[C:11]([Br:12])=[C:10]([I:13])[C:9]2[N:14]=[C:15]([NH:27][CH2:26][CH2:25][NH:24][C:17](=[O:18])[O:19][C:20]([CH3:22])([CH3:21])[CH3:23])[N:7]3[C:8]=2[C:3]=1[CH2:4][CH2:5][CH2:6]3. Given the reactants [Br:1][C:2]1[C:11]([Br:12])=[C:10]([I:13])[C:9]2[N:14]=[C:15](Cl)[N:7]3[C:8]=2[C:3]=1[CH2:4][CH2:5][CH2:6]3.[C:17]([NH:24][CH2:25][CH2:26][NH2:27])([O:19][C:20]([CH3:23])([CH3:22])[CH3:21])=[O:18], predict the reaction product. (10) Given the reactants C(OC([NH:8][C@@H:9]1[CH2:13][O:12][CH2:11][C@@H:10]1[N:14]1[C:18]([C:19](OCC)=[O:20])=[C:17]([C:24]([O:26][CH2:27][CH3:28])=[O:25])[C:16]([I:29])=[N:15]1)=O)(C)(C)C.Cl, predict the reaction product. The product is: [I:29][C:16]1[C:17]([C:24]([O:26][CH2:27][CH3:28])=[O:25])=[C:18]2[C:19](=[O:20])[NH:8][C@@H:9]3[CH2:13][O:12][CH2:11][C@@H:10]3[N:14]2[N:15]=1.